The task is: Predict the reactants needed to synthesize the given product.. This data is from Retrosynthesis with 50K atom-mapped reactions and 10 reaction types from USPTO. (1) Given the product Clc1cnc(-n2cncn2)cn1, predict the reactants needed to synthesize it. The reactants are: Clc1cnc(Cl)cn1.c1nc[nH]n1. (2) Given the product Cc1c(Cl)cc(C(C)C)c2c1CC(CN)O2, predict the reactants needed to synthesize it. The reactants are: Cc1c(Cl)cc(C(C)C)c2c1CC(CN=[N+]=[N-])O2. (3) Given the product COc1ccc2ncc(F)c(/C=C/c3ccccc3)c2n1, predict the reactants needed to synthesize it. The reactants are: COc1ccc2ncc(F)c(Br)c2n1.OB(O)/C=C/c1ccccc1. (4) Given the product Cc1nc(Cl)ccc1COCCN1CCOCC1=O, predict the reactants needed to synthesize it. The reactants are: Cc1nc(Cl)ccc1CBr.O=C1COCCN1CCO. (5) Given the product O=C(O)[C@@H]1CCCN1C(=O)CCCCc1ccccc1, predict the reactants needed to synthesize it. The reactants are: O=C(OCc1ccccc1)[C@@H]1CCCN1C(=O)CCCCc1ccccc1. (6) Given the product O=C(NC1CCCCC1)N(c1ccccc1)c1c2ccccc2nn1-c1ccc(Cl)cc1, predict the reactants needed to synthesize it. The reactants are: Clc1ccc(-n2nc3ccccc3c2Nc2ccccc2)cc1.O=C=NC1CCCCC1. (7) Given the product O=C(NN1CCCCC1)c1cnc(C2CC2)c(OCC2CC2)n1, predict the reactants needed to synthesize it. The reactants are: NN1CCCCC1.O=C(O)c1cnc(C2CC2)c(OCC2CC2)n1. (8) Given the product CC(=O)NC(COc1ccc2sc(C)nc2c1)CN1CCNCC1, predict the reactants needed to synthesize it. The reactants are: CC(=O)NC(COc1ccc2sc(C)nc2c1)CN1CCN(C(=O)OC(C)(C)C)CC1. (9) Given the product CC(C)(C)OC(=O)CNCc1ccccc1, predict the reactants needed to synthesize it. The reactants are: CC(C)(C)OC(=O)CCl.NCc1ccccc1.